From a dataset of Reaction yield outcomes from USPTO patents with 853,638 reactions. Predict the reaction yield, written as a fraction of the theoretical maximum amount of product (1.0 means a 100% yield; for example, 0.34 means a 34% yield). (1) The catalyst is O1CCOCC1.C([O-])(=O)C.[Pd+2].C([O-])(=O)C.C1(C2C=CC=CC=2)C=CC=C(P(C(C)(C)C)C(C)(C)C)C=1. The yield is 0.410. The product is [CH:1]([O:4][C:5]([N:7]1[CH2:12][CH2:11][CH:10]([O:13][C:14]2[C:19]([CH3:20])=[C:18]([NH:36][C:32]3[CH:33]=[C:34]([F:35])[C:29]([Br:28])=[CH:30][C:31]=3[F:37])[N:17]=[CH:16][N:15]=2)[CH2:9][CH2:8]1)=[O:6])([CH3:3])[CH3:2]. The reactants are [CH:1]([O:4][C:5]([N:7]1[CH2:12][CH2:11][CH:10]([O:13][C:14]2[C:19]([CH3:20])=[C:18](Cl)[N:17]=[CH:16][N:15]=2)[CH2:9][CH2:8]1)=[O:6])([CH3:3])[CH3:2].CC(C)([O-])C.[Na+].[Br:28][C:29]1[C:34]([F:35])=[CH:33][C:32]([NH2:36])=[C:31]([F:37])[CH:30]=1. (2) The reactants are [O:1]1[C:5]2[CH:6]=[CH:7][C:8]([C:10]3[C:19]([N:20]([CH3:24])[CH:21]([CH3:23])[CH3:22])=[N:18][C:17]4[C:12](=[CH:13][CH:14]=[C:15]([C:25]([O:27]CC5C=CC(OC)=CC=5)=[O:26])[CH:16]=4)[N:11]=3)=[CH:9][C:4]=2[CH:3]=[N:2]1.FC(F)(F)C(O)=O. The catalyst is ClCCl. The product is [O:1]1[C:5]2[CH:6]=[CH:7][C:8]([C:10]3[C:19]([N:20]([CH3:24])[CH:21]([CH3:23])[CH3:22])=[N:18][C:17]4[C:12](=[CH:13][CH:14]=[C:15]([C:25]([OH:27])=[O:26])[CH:16]=4)[N:11]=3)=[CH:9][C:4]=2[CH:3]=[N:2]1. The yield is 0.330. (3) The reactants are [F:1][C:2]([F:18])([F:17])[O:3][C:4]1[CH:16]=[CH:15][C:7]([O:8][CH:9]2[CH2:14][CH2:13][NH:12][CH2:11][CH2:10]2)=[CH:6][CH:5]=1.[CH2:19]1[O:21][CH2:20]1. The catalyst is ClCCl. The product is [F:18][C:2]([F:1])([F:17])[O:3][C:4]1[CH:16]=[CH:15][C:7]([O:8][CH:9]2[CH2:10][CH2:11][N:12]([CH2:19][CH2:20][OH:21])[CH2:13][CH2:14]2)=[CH:6][CH:5]=1. The yield is 1.00. (4) The reactants are [CH3:1][C:2]1[C:6]2[CH:7]=[CH:8][CH:9]=[CH:10][C:5]=2[O:4][C:3]=1[C:11]([OH:13])=[O:12].[CH3:14][C:15]1[CH:20]=[C:19]([B:21]2[O:25][C:24]([CH3:27])([CH3:26])[C:23]([CH3:29])([CH3:28])[O:22]2)[CH:18]=[C:17]([CH3:30])[C:16]=1O.C1(N=C=NC2CCCCC2)CCCCC1. The catalyst is ClCCl.CN(C)C1C=CN=CC=1.O. The product is [CH3:30][C:17]1[CH:18]=[C:19]([B:21]2[O:25][C:24]([CH3:26])([CH3:27])[C:23]([CH3:29])([CH3:28])[O:22]2)[CH:20]=[C:15]([CH3:14])[C:16]=1[O:12][C:11]([C:3]1[O:4][C:5]2[CH:10]=[CH:9][CH:8]=[CH:7][C:6]=2[C:2]=1[CH3:1])=[O:13]. The yield is 0.280. (5) The reactants are C[C:2]([CH3:5])([O-:4])C.[K+].[Br:7][C:8]1[N:13]=[CH:12][C:11]([CH:14]=O)=[CH:10][CH:9]=1.C1C[O:19][CH2:18][CH2:17]1. No catalyst specified. The product is [Br:7][C:8]1[N:13]=[CH:12][C:11](/[CH:14]=[CH:17]/[C:18]([O:4][CH2:2][CH3:5])=[O:19])=[CH:10][CH:9]=1. The yield is 0.729. (6) The reactants are C(Cl)Cl.CC1(C)C(C)(C)OB([C:12]2[CH:13]=[C:14]([OH:18])[CH:15]=[CH:16][CH:17]=2)O1.Cl[C:21]1[C:26]([N+:27]([O-:29])=[O:28])=[CH:25][CH:24]=[CH:23][N:22]=1.C(=O)([O-])[O-].[K+].[K+]. The catalyst is O.[Cu]I. The product is [N+:27]([C:26]1[C:21]([C:12]2[CH:13]=[C:14]([OH:18])[CH:15]=[CH:16][CH:17]=2)=[N:22][CH:23]=[CH:24][CH:25]=1)([O-:29])=[O:28]. The yield is 0.489.